This data is from Reaction yield outcomes from USPTO patents with 853,638 reactions. The task is: Predict the reaction yield, written as a fraction of the theoretical maximum amount of product (1.0 means a 100% yield; for example, 0.34 means a 34% yield). (1) The reactants are Cl[C:2]1[N:3]=[CH:4][C:5]2[N:6]([CH3:22])[C:7](=[O:21])[C:8]([F:20])([F:19])[CH2:9][N:10]([CH:13]3[CH2:18][CH2:17][CH2:16][CH2:15][CH2:14]3)[C:11]=2[N:12]=1.[NH2:23][C:24]1[CH:32]=[CH:31][C:27]([C:28]([OH:30])=[O:29])=[CH:26][C:25]=1[O:33][CH3:34]. The catalyst is Cl.CC(O)C. The product is [CH:13]1([N:10]2[CH2:9][C:8]([F:20])([F:19])[C:7](=[O:21])[N:6]([CH3:22])[C:5]3[CH:4]=[N:3][C:2]([NH:23][C:24]4[CH:32]=[CH:31][C:27]([C:28]([OH:30])=[O:29])=[CH:26][C:25]=4[O:33][CH3:34])=[N:12][C:11]2=3)[CH2:18][CH2:17][CH2:16][CH2:15][CH2:14]1. The yield is 0.700. (2) The reactants are [NH2:1][C:2]1[S:3][C:4]2[C:10]([N:11]3[CH2:16][CH2:15][O:14][CH2:13][CH2:12]3)=[CH:9][CH:8]=[C:7]([O:17][CH3:18])[C:5]=2[N:6]=1.[C:19](Cl)(Cl)=[O:20].[NH:23]1[CH2:28][CH2:27][S:26][CH2:25][CH2:24]1. No catalyst specified. The product is [CH3:18][O:17][C:7]1[C:5]2[N:6]=[C:2]([NH:1][C:19]([N:23]3[CH2:28][CH2:27][S:26][CH2:25][CH2:24]3)=[O:20])[S:3][C:4]=2[C:10]([N:11]2[CH2:16][CH2:15][O:14][CH2:13][CH2:12]2)=[CH:9][CH:8]=1. The yield is 0.730. (3) The reactants are [CH2:1]([O:8][C:9]1[C:16]([CH:17]([CH3:19])[CH3:18])=[CH:15][CH:14]=[CH:13][C:10]=1[CH:11]=O)[C:2]1[CH:7]=[CH:6][CH:5]=[CH:4][CH:3]=1.[CH3:20][S:21][CH2:22][S:23]([CH3:25])=[O:24].O1CCCC1.[OH-].C([N+](C)(C)C)C1C=CC=CC=1. The catalyst is CO. The product is [CH3:25][S:23]([C:22]([S:21][CH3:20])=[CH:11][C:10]1[CH:13]=[CH:14][CH:15]=[C:16]([CH:17]([CH3:19])[CH3:18])[C:9]=1[O:8][CH2:1][C:2]1[CH:7]=[CH:6][CH:5]=[CH:4][CH:3]=1)=[O:24]. The yield is 0.830. (4) The reactants are [F:1][C:2]([F:11])([F:10])[C:3]1[N:8]=[CH:7][C:6]([OH:9])=[CH:5][N:4]=1.[F:12][C:13]1[CH:14]=[C:15]([CH:18]=[C:19]([F:22])[C:20]=1F)[CH:16]=[O:17].C([O-])([O-])=O.[K+].[K+]. The catalyst is CN(C=O)C.O. The product is [F:12][C:13]1[CH:14]=[C:15]([CH:18]=[C:19]([F:22])[C:20]=1[O:9][C:6]1[CH:7]=[N:8][C:3]([C:2]([F:1])([F:10])[F:11])=[N:4][CH:5]=1)[CH:16]=[O:17]. The yield is 0.980. (5) The reactants are [CH3:1][O:2][C:3]1[C:7]2[C:8](=[O:25])[N:9]([CH2:16][C:17](=[O:24])[C:18]3[CH:23]=[CH:22][CH:21]=[CH:20][CH:19]=3)[C:10]3[CH:11]=[CH:12][CH:13]=[CH:14][C:15]=3[C:6]=2[N:5]([CH3:26])[C:4]=1[C:27]([NH:29][CH:30]1[CH2:35][CH2:34][NH:33][CH2:32][CH2:31]1)=[O:28].F[C:37]1[CH:44]=[CH:43][CH:42]=[CH:41][C:38]=1[C:39]#[N:40].C(N(CC)CC)C.BrC1C=CC=CC=1C#N.C(=O)([O-])[O-].[K+].[K+]. The catalyst is CN(C=O)C.O. The product is [C:39]([C:38]1[CH:41]=[CH:42][CH:43]=[CH:44][C:37]=1[N:33]1[CH2:32][CH2:31][CH:30]([NH:29][C:27]([C:4]2[N:5]([CH3:26])[C:6]3[C:15]4[CH:14]=[CH:13][CH:12]=[CH:11][C:10]=4[N:9]([CH2:16][C:17](=[O:24])[C:18]4[CH:23]=[CH:22][CH:21]=[CH:20][CH:19]=4)[C:8](=[O:25])[C:7]=3[C:3]=2[O:2][CH3:1])=[O:28])[CH2:35][CH2:34]1)#[N:40]. The yield is 0.220. (6) The reactants are C(Cl)(=O)C(Cl)=O.CS(C)=O.[OH:11][CH2:12][C:13]([C:32]1[CH:37]=[CH:36][CH:35]=[CH:34][CH:33]=1)([C:26]1[CH:31]=[CH:30][CH:29]=[CH:28][CH:27]=1)[CH2:14][NH:15][C:16](=[O:25])[O:17][CH2:18][C:19]1[CH:24]=[CH:23][CH:22]=[CH:21][CH:20]=1.C(N(CC)CC)C. The catalyst is ClCCl.Cl. The product is [O:11]=[CH:12][C:13]([C:32]1[CH:37]=[CH:36][CH:35]=[CH:34][CH:33]=1)([C:26]1[CH:27]=[CH:28][CH:29]=[CH:30][CH:31]=1)[CH2:14][NH:15][C:16](=[O:25])[O:17][CH2:18][C:19]1[CH:24]=[CH:23][CH:22]=[CH:21][CH:20]=1. The yield is 0.870. (7) The reactants are [CH3:1][S:2][C:3]1[CH:11]=[C:10]2[C:6]([CH:7]=[CH:8][N:9]2S(C2C=CC=CC=2)(=O)=O)=[CH:5][CH:4]=1.[Li]CCCC.[CH:26](=[O:30])[CH:27]([CH3:29])[CH3:28]. The yield is 0.643. The catalyst is C1COCC1. The product is [CH3:28][CH:27]([CH3:29])[C:26]([C:8]1[NH:9][C:10]2[C:6]([CH:7]=1)=[CH:5][CH:4]=[C:3]([S:2][CH3:1])[CH:11]=2)=[O:30].